This data is from Forward reaction prediction with 1.9M reactions from USPTO patents (1976-2016). The task is: Predict the product of the given reaction. (1) The product is: [F:12][C:4]1[C:5]([O:10][CH3:11])=[CH:6][C:7]([O:8][CH3:9])=[C:2]([F:1])[C:3]=1[N:13]1[CH2:22][C:21]2[CH:20]=[N:19][C:18]3[N:23]([S:37]([C:31]4[CH:36]=[CH:35][CH:34]=[CH:33][CH:32]=4)(=[O:39])=[O:38])[CH:24]=[CH:25][C:17]=3[C:16]=2[C:15]([CH3:26])([CH3:27])[C:14]1=[O:28]. Given the reactants [F:1][C:2]1[C:7]([O:8][CH3:9])=[CH:6][C:5]([O:10][CH3:11])=[C:4]([F:12])[C:3]=1[N:13]1[CH2:22][C:21]2[CH:20]=[N:19][C:18]3[NH:23][CH:24]=[CH:25][C:17]=3[C:16]=2[C:15]([CH3:27])([CH3:26])[C:14]1=[O:28].[H-].[Na+].[C:31]1([S:37](Cl)(=[O:39])=[O:38])[CH:36]=[CH:35][CH:34]=[CH:33][CH:32]=1, predict the reaction product. (2) The product is: [Na+:37].[CH2:1]([N:3]([CH:30]1[CH2:31][CH2:32][O:33][CH2:34][CH2:35]1)[C:4]1[C:5]([CH3:29])=[C:6]([CH:11]=[C:12]([C:14]2[CH:19]=[CH:18][C:17]([CH2:20][N:21]3[CH2:26][CH2:25][CH:24]([OH:27])[CH2:23][CH2:22]3)=[C:16]([F:28])[CH:15]=2)[CH:13]=1)[C:7]([O-:9])=[O:8])[CH3:2]. Given the reactants [CH2:1]([N:3]([CH:30]1[CH2:35][CH2:34][O:33][CH2:32][CH2:31]1)[C:4]1[C:5]([CH3:29])=[C:6]([CH:11]=[C:12]([C:14]2[CH:19]=[CH:18][C:17]([CH2:20][N:21]3[CH2:26][CH2:25][CH:24]([OH:27])[CH2:23][CH2:22]3)=[C:16]([F:28])[CH:15]=2)[CH:13]=1)[C:7]([O:9]C)=[O:8])[CH3:2].[OH-].[Na+:37], predict the reaction product. (3) Given the reactants [CH3:1][N:2]([C:24]1[S:25][C:26]([CH2:35][CH2:36][C:37]([O:39]C)=[O:38])=[C:27]([C:29]2[CH:34]=[CH:33][CH:32]=[CH:31][CH:30]=2)[N:28]=1)[CH2:3][C:4]1[CH:9]=[CH:8][C:7]([O:10][CH2:11][C:12]2[N:13]=[C:14]([C:18]3[CH:23]=[CH:22][CH:21]=[CH:20][CH:19]=3)[O:15][C:16]=2[CH3:17])=[CH:6][CH:5]=1.[OH-].[Na+].O1CCCC1.[ClH:48], predict the reaction product. The product is: [ClH:48].[CH3:1][N:2]([C:24]1[S:25][C:26]([CH2:35][CH2:36][C:37]([OH:39])=[O:38])=[C:27]([C:29]2[CH:30]=[CH:31][CH:32]=[CH:33][CH:34]=2)[N:28]=1)[CH2:3][C:4]1[CH:9]=[CH:8][C:7]([O:10][CH2:11][C:12]2[N:13]=[C:14]([C:18]3[CH:23]=[CH:22][CH:21]=[CH:20][CH:19]=3)[O:15][C:16]=2[CH3:17])=[CH:6][CH:5]=1. (4) Given the reactants CO.[CH:3]1([C:9]2[C:17]3[C:16](=[O:18])[NH:15][C:14]([C:19]4[CH:24]=[CH:23][C:22]([C:25]([N:27]5[CH2:32][CH2:31][N:30]([CH3:33])[CH2:29][CH2:28]5)=[O:26])=[CH:21][C:20]=4[O:34][CH3:35])=[N:13][C:12]=3[N:11]([CH3:36])[N:10]=2)[CH2:8][CH2:7][CH2:6][CH2:5][CH2:4]1.[CH3:37][S:38]([OH:41])(=[O:40])=[O:39], predict the reaction product. The product is: [CH3:37][S:38]([OH:41])(=[O:40])=[O:39].[CH:3]1([C:9]2[C:17]3[C:16](=[O:18])[NH:15][C:14]([C:19]4[CH:24]=[CH:23][C:22]([C:25]([N:27]5[CH2:28][CH2:29][N:30]([CH3:33])[CH2:31][CH2:32]5)=[O:26])=[CH:21][C:20]=4[O:34][CH3:35])=[N:13][C:12]=3[N:11]([CH3:36])[N:10]=2)[CH2:4][CH2:5][CH2:6][CH2:7][CH2:8]1.